Dataset: Catalyst prediction with 721,799 reactions and 888 catalyst types from USPTO. Task: Predict which catalyst facilitates the given reaction. (1) Reactant: [CH3:1][O:2][C:3]([C:5]1[C:15]2[O:14][C:13]3[C:16]([CH:22]=[O:23])=[C:17]([OH:21])[CH:18]=[C:19]([CH3:20])[C:12]=3[C:11](=[O:24])[O:10][C:9]=2[C:8]([CH3:25])=[C:7]([OH:26])[CH:6]=1)=[O:4].[C:27]([O-])([O-])=O.[K+].[K+].CI. Product: [CH3:1][O:2][C:3]([C:5]1[C:15]2[O:14][C:13]3[C:16]([CH:22]=[O:23])=[C:17]([OH:21])[CH:18]=[C:19]([CH3:20])[C:12]=3[C:11](=[O:24])[O:10][C:9]=2[C:8]([CH3:25])=[C:7]([O:26][CH3:27])[CH:6]=1)=[O:4]. The catalyst class is: 21. (2) Reactant: I[C:2]1[CH:11]=[C:10]2[C:5]([CH:6]=[C:7]([C:13]3[CH:18]=[CH:17][CH:16]=[CH:15][C:14]=3[C:19]([F:22])([F:21])[F:20])[NH:8][C:9]2=[O:12])=[CH:4][CH:3]=1.[NH:23]1[CH2:26][CH2:25][C:24]1=[O:27].P([O-])([O-])([O-])=O.[K+].[K+].[K+].CNCCNC.[Cl-].[NH4+]. Product: [O:27]=[C:24]1[CH2:25][CH2:26][N:23]1[C:2]1[CH:11]=[C:10]2[C:5]([CH:6]=[C:7]([C:13]3[CH:18]=[CH:17][CH:16]=[CH:15][C:14]=3[C:19]([F:22])([F:21])[F:20])[NH:8][C:9]2=[O:12])=[CH:4][CH:3]=1. The catalyst class is: 830. (3) Reactant: [Cl:1][C:2]1[N:7]=[C:6](Cl)[CH:5]=[CH:4][N:3]=1.[CH:9]1([CH2:12][NH2:13])[CH2:11][CH2:10]1.C(N(C(C)C)CC)(C)C. Product: [Cl:1][C:2]1[N:7]=[C:6]([NH:13][CH2:12][CH:9]2[CH2:11][CH2:10]2)[CH:5]=[CH:4][N:3]=1. The catalyst class is: 32. (4) Reactant: Br[C:2]1[CH:7]=[C:6](Br)[CH:5]=[C:4]([Br:9])[CH:3]=1.[CH:10]1[C:19]2[C:14](=[CH:15][CH:16]=[CH:17][CH:18]=2)[CH:13]=[CH:12][C:11]=1[NH:20][C:21]1[CH:33]=[CH:32][C:24]2[S:25][C:26]3[CH:31]=[CH:30][CH:29]=[CH:28][C:27]=3[C:23]=2[CH:22]=1.[CH:47]1[CH:52]=[CH:51][C:50](P([C:47]2[CH:52]=[CH:51][CH:50]=[CH:49][CH:48]=2)[C:47]2[CH:52]=[CH:51][CH:50]=[CH:49][CH:48]=2)=[CH:49][CH:48]=1.[CH3:53][C:54]([O-])([CH3:56])[CH3:55].[Na+]. Product: [Br:9][C:4]1[CH:5]=[C:6]([N:20]([C:47]2[CH:48]=[CH:49][C:50]3[S:25][C:24]4[CH:23]=[CH:22][CH:21]=[CH:33][C:32]=4[C:51]=3[CH:52]=2)[C:11]2[CH:10]=[CH:19][C:56]3[C:54](=[CH:55][CH:14]=[CH:13][CH:12]=3)[CH:53]=2)[CH:7]=[C:2]([N:20]([C:21]2[CH:33]=[CH:32][C:24]3[S:25][C:26]4[CH:31]=[CH:30][CH:29]=[CH:28][C:27]=4[C:23]=3[CH:22]=2)[C:11]2[CH:12]=[CH:13][C:14]3[C:19](=[CH:18][CH:17]=[CH:16][CH:15]=3)[CH:10]=2)[CH:3]=1. The catalyst class is: 187. (5) Reactant: Cl.[NH2:2][C:3]1[CH:4]=[N:5][C:6]2[C:11]([C:12]=1[OH:13])=[CH:10][CH:9]=[CH:8][CH:7]=2.[C:14](O[C:14](=O)[CH2:15][CH2:16][CH3:17])(=O)[CH2:15][CH2:16][CH3:17].[OH-].[Na+]. Product: [CH2:15]([C:14]1[O:13][C:12]2[C:11]3[CH:10]=[CH:9][CH:8]=[CH:7][C:6]=3[N:5]=[CH:4][C:3]=2[N:2]=1)[CH2:16][CH3:17]. The catalyst class is: 17.